From a dataset of Full USPTO retrosynthesis dataset with 1.9M reactions from patents (1976-2016). Predict the reactants needed to synthesize the given product. (1) The reactants are: C([OH:3])C.[CH:4]1([N:7]2[C:16]3[C:11](=[CH:12][CH:13]=[C:14]([C:21]4[CH:22]=[C:23]5[C:27](=[CH:28][CH:29]=4)[C@@H:26]([CH3:30])[NH:25][CH2:24]5)[C:15]=3[O:17][CH:18]([F:20])[F:19])[C:10](=[O:31])[C:9]([C:32]([OH:34])=[O:33])=[CH:8]2)[CH2:6][CH2:5]1.[CH3:35][S:36]([OH:39])(=[O:38])=[O:37]. Given the product [OH2:3].[CH3:35][S:36]([OH:39])(=[O:38])=[O:37].[CH:4]1([N:7]2[C:16]3[C:11](=[CH:12][CH:13]=[C:14]([C:21]4[CH:22]=[C:23]5[C:27](=[CH:28][CH:29]=4)[C@@H:26]([CH3:30])[NH:25][CH2:24]5)[C:15]=3[O:17][CH:18]([F:20])[F:19])[C:10](=[O:31])[C:9]([C:32]([OH:34])=[O:33])=[CH:8]2)[CH2:6][CH2:5]1, predict the reactants needed to synthesize it. (2) Given the product [CH3:14][O:13][C:11]([C:8]1[CH:9]=[CH:10][C:5]([CH:4]=[O:20])=[C:6]([N+:15]([O-:17])=[O:16])[CH:7]=1)=[O:12], predict the reactants needed to synthesize it. The reactants are: CN(C)/C=[CH:4]/[C:5]1[CH:10]=[CH:9][C:8]([C:11]([O:13][CH3:14])=[O:12])=[CH:7][C:6]=1[N+:15]([O-:17])=[O:16].I([O-])(=O)(=O)=[O:20].[Na+]. (3) Given the product [C:18]1([C:16]2[O:17][C:13]([C:8]3[CH:9]=[C:10]4[C:5](=[CH:6][CH:7]=3)[CH:4]=[C:3]([OH:2])[CH:12]=[CH:11]4)=[CH:14][N:15]=2)[CH:19]=[CH:20][CH:21]=[CH:22][CH:23]=1, predict the reactants needed to synthesize it. The reactants are: C[O:2][C:3]1[CH:4]=[C:5]2[C:10](=[CH:11][CH:12]=1)[CH:9]=[C:8]([C:13]1[O:17][C:16]([C:18]3[CH:23]=[CH:22][CH:21]=[CH:20][CH:19]=3)=[N:15][CH:14]=1)[CH:7]=[CH:6]2.Br. (4) Given the product [CH3:1][C:2]1[N:3]([CH2:30][C:31]([O:33][CH2:34][CH3:35])=[O:32])[C:4]2[CH2:5][C:6]([CH3:28])([CH3:27])[CH2:7][C:8](=[O:26])[C:9]=2[C:10]=1[CH2:11][C:12]1[CH:13]=[CH:14][C:15]([S:18]([N:21]2[CH2:22][CH2:23][CH2:24][CH2:25]2)(=[O:20])=[O:19])=[CH:16][CH:17]=1, predict the reactants needed to synthesize it. The reactants are: [CH3:1][C:2]1[NH:3][C:4]2[CH2:5][C:6]([CH3:28])([CH3:27])[CH2:7][C:8](=[O:26])[C:9]=2[C:10]=1[CH2:11][C:12]1[CH:17]=[CH:16][C:15]([S:18]([N:21]2[CH2:25][CH2:24][CH2:23][CH2:22]2)(=[O:20])=[O:19])=[CH:14][CH:13]=1.Br[CH2:30][C:31]([O:33][CH2:34][CH3:35])=[O:32].C(=O)([O-])[O-].[K+].[K+].[I-].[K+]. (5) Given the product [Cl:1][C:2]1[CH:3]=[C:4]([NH:23][S:20]([C:14]2[CH:15]=[CH:16][C:17]([F:19])=[CH:18][C:13]=2[F:12])(=[O:21])=[O:22])[C:5]2[N:6]([N:8]=[CH:9][N:10]=2)[CH:7]=1, predict the reactants needed to synthesize it. The reactants are: [Cl:1][C:2]1[CH:3]=[C:4](I)[C:5]2[N:6]([N:8]=[CH:9][N:10]=2)[CH:7]=1.[F:12][C:13]1[CH:18]=[C:17]([F:19])[CH:16]=[CH:15][C:14]=1[S:20]([NH2:23])(=[O:22])=[O:21].C(=O)([O-])[O-].[Cs+].[Cs+].C(N)CN. (6) Given the product [F:1][C:2]1[CH:7]=[CH:6][C:5]([C@@H:8]2[CH2:10][C@H:9]2[N:11]([CH2:20][CH:21]=[CH2:22])[CH2:12][CH2:13][CH2:14][C@H:15]([NH:19][C:32]([C:31]2[CH:30]=[CH:29][C:28]([N:23]3[CH:27]=[CH:26][N:25]=[N:24]3)=[CH:36][CH:35]=2)=[O:33])[C:16]([OH:18])=[O:17])=[CH:4][CH:3]=1, predict the reactants needed to synthesize it. The reactants are: [F:1][C:2]1[CH:7]=[CH:6][C:5]([C@@H:8]2[CH2:10][C@H:9]2[N:11]([CH2:20][CH:21]=[CH2:22])[CH2:12][CH2:13][CH2:14][C@H:15]([NH2:19])[C:16]([OH:18])=[O:17])=[CH:4][CH:3]=1.[N:23]1([C:28]2[CH:36]=[CH:35][C:31]([C:32](Cl)=[O:33])=[CH:30][CH:29]=2)[CH:27]=[CH:26][N:25]=[N:24]1. (7) Given the product [C:68]([C:21]1[CH:22]=[CH:23][C:24]([C:19]([NH:34][C:35]2[CH:36]=[CH:37][C:38]([F:60])=[C:39]([C@:41]34[CH2:49][C@@H:48]([O:50][CH3:51])[CH2:47][C@H:46]3[CH2:45][S:44][C:43]([NH:52][C:53](=[O:59])[O:54][C:55]([CH3:56])([CH3:57])[CH3:58])=[N:42]4)[CH:40]=2)=[O:71])=[N:25][CH:20]=1)#[N:64], predict the reactants needed to synthesize it. The reactants are: C1CN([P+](ON2N=[N:25][C:20]3[CH:21]=[CH:22][CH:23]=[CH:24][C:19]2=3)(N2CCCC2)N2CCCC2)CC1.F[P-](F)(F)(F)(F)F.[NH2:34][C:35]1[CH:36]=[CH:37][C:38]([F:60])=[C:39]([C@:41]23[CH2:49][C@@H:48]([O:50][CH3:51])[CH2:47][C@H:46]2[CH2:45][S:44][C:43]([NH:52][C:53](=[O:59])[O:54][C:55]([CH3:58])([CH3:57])[CH3:56])=[N:42]3)[CH:40]=1.C([N:64]([CH2:68]C)C(C)C)(C)C.C(=O)(O)[O-:71].[Na+].